From a dataset of Forward reaction prediction with 1.9M reactions from USPTO patents (1976-2016). Predict the product of the given reaction. (1) Given the reactants [Br:1][C:2]1[CH:3]=[C:4]([C:23]#[CH:24])[C:5]([N:8]([C:16]([O:18][C:19]([CH3:22])([CH3:21])[CH3:20])=[O:17])[C:9](=[O:15])[O:10][C:11]([CH3:14])([CH3:13])[CH3:12])=[N:6][CH:7]=1.[OH:25][N:26]=[C:27](Cl)[C:28]1[CH:33]=[CH:32][C:31]([CH3:34])=[CH:30][CH:29]=1.CCN(CC)CC, predict the reaction product. The product is: [Br:1][C:2]1[CH:3]=[C:4]([C:23]2[O:25][N:26]=[C:27]([C:28]3[CH:33]=[CH:32][C:31]([CH3:34])=[CH:30][CH:29]=3)[CH:24]=2)[C:5]([N:8]([C:16]([O:18][C:19]([CH3:22])([CH3:21])[CH3:20])=[O:17])[C:9](=[O:15])[O:10][C:11]([CH3:13])([CH3:14])[CH3:12])=[N:6][CH:7]=1. (2) Given the reactants C(OC([N:8]1[CH2:13][C:12](=[O:14])[N:11]([C:15]2[CH:20]=[CH:19][C:18]([O:21][CH2:22][CH2:23][CH2:24][O:25][CH2:26][C:27]3[CH:32]=[CH:31][CH:30]=[CH:29][C:28]=3[O:33][CH3:34])=[CH:17][CH:16]=2)[C@@H:10]([CH2:35][O:36][C:37]([C:39]2[CH:48]=[CH:47][C:46]3[C:41](=[CH:42][CH:43]=[CH:44][CH:45]=3)[CH:40]=2)=[O:38])[CH2:9]1)=O)(C)(C)C.C(Cl)(=O)C, predict the reaction product. The product is: [CH3:34][O:33][C:28]1[CH:29]=[CH:30][CH:31]=[CH:32][C:27]=1[CH2:26][O:25][CH2:24][CH2:23][CH2:22][O:21][C:18]1[CH:17]=[CH:16][C:15]([N:11]2[C:12](=[O:14])[CH2:13][NH:8][CH2:9][C@@H:10]2[CH2:35][O:36][C:37]([C:39]2[CH:48]=[CH:47][C:46]3[C:41](=[CH:42][CH:43]=[CH:44][CH:45]=3)[CH:40]=2)=[O:38])=[CH:20][CH:19]=1. (3) The product is: [NH2:1][C:2]1[N:7]=[C:6]([NH:8][C@H:9]([C:11]2[N:12]([C:23]3[CH:24]=[CH:25][CH:26]=[CH:27][CH:28]=3)[C:13](=[O:22])[C:14]3[C:19]([CH:20]=2)=[CH:18][CH:17]=[CH:16][C:15]=3[Cl:21])[CH3:10])[C:5]([C:31]([OH:34])=[O:32])=[CH:4][N:3]=1. Given the reactants [NH2:1][C:2]1[N:7]=[C:6]([NH:8][C@H:9]([C:11]2[N:12]([C:23]3[CH:28]=[CH:27][CH:26]=[CH:25][CH:24]=3)[C:13](=[O:22])[C:14]3[C:19]([CH:20]=2)=[CH:18][CH:17]=[CH:16][C:15]=3[Cl:21])[CH3:10])[C:5](C#N)=[CH:4][N:3]=1.[C:31]([O-:34])(O)=[O:32].[Na+], predict the reaction product. (4) Given the reactants [Br:1][C:2]1[C:3](Cl)=[N:4][C:5]([NH2:17])=[N:6][C:7]=1[C:8]1[CH:13]=[C:12]([Cl:14])[CH:11]=[CH:10][C:9]=1[O:15][CH3:16].[NH:19]1[C:27]2[C:22](=[CH:23][CH:24]=[C:25]([NH2:28])[CH:26]=2)[CH:21]=[N:20]1, predict the reaction product. The product is: [Br:1][C:2]1[C:3]([NH:28][C:25]2[CH:26]=[C:27]3[C:22]([CH:21]=[N:20][NH:19]3)=[CH:23][CH:24]=2)=[N:4][C:5]([NH2:17])=[N:6][C:7]=1[C:8]1[CH:13]=[C:12]([Cl:14])[CH:11]=[CH:10][C:9]=1[O:15][CH3:16]. (5) Given the reactants [C:1]([O:5][CH:6]([C:11]1[C:12]([C:21]2[CH:26]=[CH:25][C:24]([CH3:27])=[CH:23][CH:22]=2)=[C:13]2[CH:20]=[CH:19][NH:18][C:14]2=[N:15][C:16]=1[CH3:17])[C:7]([O:9]C)=[O:8])([CH3:4])([CH3:3])[CH3:2].Br[CH2:29][C:30]1[C:35]([F:36])=[CH:34][C:33]([F:37])=[CH:32][C:31]=1[F:38], predict the reaction product. The product is: [C:1]([O:5][CH:6]([C:11]1[C:12]([C:21]2[CH:26]=[CH:25][C:24]([CH3:27])=[CH:23][CH:22]=2)=[C:13]2[CH:20]=[CH:19][N:18]([CH2:29][C:30]3[C:35]([F:36])=[CH:34][C:33]([F:37])=[CH:32][C:31]=3[F:38])[C:14]2=[N:15][C:16]=1[CH3:17])[C:7]([OH:9])=[O:8])([CH3:4])([CH3:2])[CH3:3].